From a dataset of Full USPTO retrosynthesis dataset with 1.9M reactions from patents (1976-2016). Predict the reactants needed to synthesize the given product. Given the product [O:32]=[C:33]([N:47]1[CH2:52][CH2:51][N:50]2[C:53]([C:56]([F:59])([F:58])[F:57])=[N:54][N:55]=[C:49]2[CH2:48]1)[CH2:34][C@@H:35]([NH2:46])[CH2:36][C:37]1[CH:42]=[C:41]([F:43])[C:40]([F:44])=[CH:39][C:38]=1[F:45], predict the reactants needed to synthesize it. The reactants are: CC(O)C.O.C([C@@](C(O)=O)(O)[C@@](C(=O)C1C=CC=CC=1)(O)C(O)=O)(=O)C1C=CC=CC=1.[O:32]=[C:33]([N:47]1[CH2:52][CH2:51][N:50]2[C:53]([C:56]([F:59])([F:58])[F:57])=[N:54][N:55]=[C:49]2[CH2:48]1)[CH2:34][CH:35]([NH2:46])[CH2:36][C:37]1[CH:42]=[C:41]([F:43])[C:40]([F:44])=[CH:39][C:38]=1[F:45].C(O)=O.